Dataset: Merck oncology drug combination screen with 23,052 pairs across 39 cell lines. Task: Regression. Given two drug SMILES strings and cell line genomic features, predict the synergy score measuring deviation from expected non-interaction effect. (1) Drug 1: CC(=O)OC1C(=O)C2(C)C(O)CC3OCC3(OC(C)=O)C2C(OC(=O)c2ccccc2)C2(O)CC(OC(=O)C(O)C(NC(=O)c3ccccc3)c3ccccc3)C(C)=C1C2(C)C. Drug 2: COC1=C2CC(C)CC(OC)C(O)C(C)C=C(C)C(OC(N)=O)C(OC)C=CC=C(C)C(=O)NC(=CC1=O)C2=O. Cell line: T47D. Synergy scores: synergy=-11.7. (2) Drug 1: CN(C)C(=N)N=C(N)N. Drug 2: CC1(c2nc3c(C(N)=O)cccc3[nH]2)CCCN1. Cell line: HT29. Synergy scores: synergy=-2.85. (3) Drug 1: CN1C(=O)C=CC2(C)C3CCC4(C)C(NC(=O)OCC(F)(F)F)CCC4C3CCC12. Drug 2: N#Cc1ccc(Cn2cncc2CN2CCN(c3cccc(Cl)c3)C(=O)C2)cc1. Cell line: T47D. Synergy scores: synergy=-25.3. (4) Drug 1: CC1CC2C3CCC4=CC(=O)C=CC4(C)C3(F)C(O)CC2(C)C1(O)C(=O)CO. Drug 2: N#Cc1ccc(Cn2cncc2CN2CCN(c3cccc(Cl)c3)C(=O)C2)cc1. Cell line: OCUBM. Synergy scores: synergy=3.78. (5) Drug 1: C=CCn1c(=O)c2cnc(Nc3ccc(N4CCN(C)CC4)cc3)nc2n1-c1cccc(C(C)(C)O)n1. Drug 2: O=C(O)C1(Cc2cccc(Nc3nccs3)n2)CCC(Oc2cccc(Cl)c2F)CC1. Cell line: KPL1. Synergy scores: synergy=8.24. (6) Drug 1: Nc1ccn(C2OC(CO)C(O)C2(F)F)c(=O)n1. Drug 2: C=CCn1c(=O)c2cnc(Nc3ccc(N4CCN(C)CC4)cc3)nc2n1-c1cccc(C(C)(C)O)n1. Cell line: NCIH1650. Synergy scores: synergy=18.0. (7) Drug 1: Cn1c(=O)n(-c2ccc(C(C)(C)C#N)cc2)c2c3cc(-c4cnc5ccccc5c4)ccc3ncc21. Drug 2: Cn1cc(-c2cnn3c(N)c(Br)c(C4CCCNC4)nc23)cn1. Cell line: CAOV3. Synergy scores: synergy=37.4. (8) Cell line: MSTO. Synergy scores: synergy=-25.2. Drug 1: N#Cc1ccc(Cn2cncc2CN2CCN(c3cccc(Cl)c3)C(=O)C2)cc1. Drug 2: CNC(=O)c1cc(Oc2ccc(NC(=O)Nc3ccc(Cl)c(C(F)(F)F)c3)cc2)ccn1.